From a dataset of Reaction yield outcomes from USPTO patents with 853,638 reactions. Predict the reaction yield, written as a fraction of the theoretical maximum amount of product (1.0 means a 100% yield; for example, 0.34 means a 34% yield). The reactants are C([O-])([O-])=O.[Na+].[Na+].[CH3:7][O:8][C:9](=[O:35])[CH:10]([NH:14][C:15](=[O:34])[CH:16]([NH:26][C:27]([O:29][C:30]([CH3:33])([CH3:32])[CH3:31])=[O:28])[CH2:17][O:18][C:19]1[CH:24]=[CH:23][C:22](Br)=[CH:21][CH:20]=1)[CH:11]([CH3:13])[CH3:12].[C:36]1(B(O)O)[CH:41]=[CH:40][CH:39]=[CH:38][CH:37]=1. The catalyst is C1(C)C=CC=CC=1.CCOC(C)=O.Cl[Pd](Cl)([P](C1C=CC=CC=1)(C1C=CC=CC=1)C1C=CC=CC=1)[P](C1C=CC=CC=1)(C1C=CC=CC=1)C1C=CC=CC=1. The product is [CH3:7][O:8][C:9](=[O:35])[CH:10]([NH:14][C:15](=[O:34])[CH:16]([NH:26][C:27]([O:29][C:30]([CH3:33])([CH3:32])[CH3:31])=[O:28])[CH2:17][O:18][C:19]1[CH:24]=[CH:23][CH:22]([C:36]2[CH:41]=[CH:40][CH:39]=[CH:38][CH:37]=2)[CH2:21][CH:20]=1)[CH:11]([CH3:13])[CH3:12]. The yield is 0.640.